This data is from Forward reaction prediction with 1.9M reactions from USPTO patents (1976-2016). The task is: Predict the product of the given reaction. (1) Given the reactants [C:1]([O:5][C:6]([NH:8][CH2:9][CH:10]([CH3:39])[CH2:11][O:12][C:13]1[CH:37]=[C:36](F)[CH:35]=[CH:34][C:14]=1[C:15]([NH:17][C:18]1[CH:33]=[CH:32][CH:31]=[CH:30][C:19]=1[C:20]([NH:22][C:23]1[CH:28]=[CH:27][C:26]([Cl:29])=[CH:25][N:24]=1)=[O:21])=[O:16])=[O:7])([CH3:4])([CH3:3])[CH3:2].[NH:40]1[CH2:44][CH2:43][CH2:42][CH2:41]1, predict the reaction product. The product is: [C:1]([O:5][C:6]([NH:8][CH2:9][CH:10]([CH3:39])[CH2:11][O:12][C:13]1[CH:37]=[C:36]([N:40]2[CH2:44][CH2:43][CH2:42][CH2:41]2)[CH:35]=[CH:34][C:14]=1[C:15]([NH:17][C:18]1[CH:33]=[CH:32][CH:31]=[CH:30][C:19]=1[C:20]([NH:22][C:23]1[CH:28]=[CH:27][C:26]([Cl:29])=[CH:25][N:24]=1)=[O:21])=[O:16])=[O:7])([CH3:4])([CH3:3])[CH3:2]. (2) Given the reactants [C:1]([O:5][C:6]([NH:8][C@H:9]1[CH2:13][CH2:12][C:11]([C:17]([OH:20])([CH3:19])[CH3:18])([C:14]([OH:16])=[O:15])[CH2:10]1)=[O:7])([CH3:4])([CH3:3])[CH3:2].F[C:22](F)(F)C1C=CN=C(N2CCNCC2)C=1.C(N(CC)CC)C.F[P-](F)(F)(F)(F)F.N1(O[P+](N(C)C)(N(C)C)N(C)C)C2C=CC=CC=2N=N1, predict the reaction product. The product is: [C:1]([O:5][C:6]([NH:8][C@H:9]1[CH2:10][C@@:11]([C:17]([OH:20])([CH3:19])[CH3:18])([C:14]([O:16][CH3:22])=[O:15])[CH:12]=[CH:13]1)=[O:7])([CH3:4])([CH3:2])[CH3:3].